From a dataset of Full USPTO retrosynthesis dataset with 1.9M reactions from patents (1976-2016). Predict the reactants needed to synthesize the given product. (1) Given the product [Cl:42][C:43]1[CH:48]=[CH:47][C:46]([C:49]2[O:50][C:51]([CH:54]([NH:64][C:77](=[O:78])[CH2:76][C:73]3[C:71]4=[N:72][C:67]([O:66][CH3:65])=[CH:68][CH:69]=[C:70]4[NH:75][CH:74]=3)[CH2:55][C:56]3[CH:61]=[C:60]([F:62])[CH:59]=[C:58]([F:63])[CH:57]=3)=[CH:52][N:53]=2)=[CH:45][CH:44]=1, predict the reactants needed to synthesize it. The reactants are: FC1C=C(C[C@H](NC(=O)CN2C3CCCCC=3C(C(F)(F)F)=N2)C2N(C3C=CC(OC)=CC=3)C=CN=2)C=C(F)C=1.Cl.[Cl:42][C:43]1[CH:48]=[CH:47][C:46]([C:49]2[O:50][C:51]([CH:54]([NH2:64])[CH2:55][C:56]3[CH:61]=[C:60]([F:62])[CH:59]=[C:58]([F:63])[CH:57]=3)=[CH:52][N:53]=2)=[CH:45][CH:44]=1.[CH3:65][O:66][C:67]1[N:72]=[C:71]2[C:73]([CH2:76][C:77](O)=[O:78])=[CH:74][NH:75][C:70]2=[CH:69][CH:68]=1. (2) Given the product [Cl:24][C:25]1[CH:33]=[C:32]([C:34]([F:35])([F:36])[F:37])[CH:31]=[CH:30][C:26]=1[C:27]([NH:20][CH2:19][C:9]1([CH2:12][CH:13]2[CH2:18][CH2:17][O:16][CH2:15][CH2:14]2)[CH2:10][CH2:11][N:6]([S:3]([CH2:1][CH3:2])(=[O:5])=[O:4])[CH2:7][CH2:8]1)=[O:28], predict the reactants needed to synthesize it. The reactants are: [CH2:1]([S:3]([N:6]1[CH2:11][CH2:10][C:9]([CH2:19][NH2:20])([CH2:12][CH:13]2[CH2:18][CH2:17][O:16][CH2:15][CH2:14]2)[CH2:8][CH2:7]1)(=[O:5])=[O:4])[CH3:2].N=C=N.[Cl:24][C:25]1[CH:33]=[C:32]([C:34]([F:37])([F:36])[F:35])[CH:31]=[CH:30][C:26]=1[C:27](O)=[O:28]. (3) Given the product [CH3:54][N:37]([CH2:38][C:39]1[CH:40]=[CH:41][C:42]([C:90]2[CH:89]=[CH:88][CH:87]=[C:86]([N:76]3[C:77]4[N:84]=[CH:83][C:82]([F:85])=[CH:81][C:78]=4[C:79](=[O:80])[N:74]([C@@H:71]4[CH2:72][CH2:73][C@H:68]([NH:67][C:65]([C:63]5[N:64]=[C:59]6[CH:58]=[CH:57][C:56]([F:55])=[CH:61][N:60]6[CH:62]=5)=[O:66])[CH2:69][CH2:70]4)[C:75]3=[O:93])[CH:91]=2)=[CH:43][CH:44]=1)[CH3:36], predict the reactants needed to synthesize it. The reactants are: C1(P(C2CCCCC2)C2C=CC=CC=2C2C(OC)=CC=CC=2OC)CCCCC1.C(=O)([O-])[O-].[K+].[K+].[CH3:36][N:37]([CH3:54])[CH2:38][C:39]1[CH:44]=[CH:43][C:42](B2OC(C)(C)C(C)(C)O2)=[CH:41][CH:40]=1.[F:55][C:56]1[CH:57]=[CH:58][C:59]2[N:60]([CH:62]=[C:63]([C:65]([NH:67][C@H:68]3[CH2:73][CH2:72][C@@H:71]([N:74]4[C:79](=[O:80])[C:78]5[CH:81]=[C:82]([F:85])[CH:83]=[N:84][C:77]=5[N:76]([C:86]5[CH:91]=[CH:90][CH:89]=[C:88](I)[CH:87]=5)[C:75]4=[O:93])[CH2:70][CH2:69]3)=[O:66])[N:64]=2)[CH:61]=1.FC1C=CC2N(C=C(C(O)=O)N=2)C=1. (4) Given the product [C:14]1([C:11]2[CH:12]=[C:13]3[C:5]([C:36]4[CH:37]=[CH:38][C:33]([C:30]([OH:32])=[O:31])=[CH:34][CH:35]=4)=[CH:6][N:7]([S:20]([C:23]4[CH:24]=[CH:25][C:26]([CH3:29])=[CH:27][CH:28]=4)(=[O:21])=[O:22])[C:8]3=[N:9][CH:10]=2)[CH:19]=[CH:18][CH:17]=[CH:16][CH:15]=1, predict the reactants needed to synthesize it. The reactants are: ClCCl.Br[C:5]1[C:13]2[C:8](=[N:9][CH:10]=[C:11]([C:14]3[CH:19]=[CH:18][CH:17]=[CH:16][CH:15]=3)[CH:12]=2)[N:7]([S:20]([C:23]2[CH:28]=[CH:27][C:26]([CH3:29])=[CH:25][CH:24]=2)(=[O:22])=[O:21])[CH:6]=1.[C:30]([C:33]1[CH:38]=[CH:37][C:36](B(O)O)=[CH:35][CH:34]=1)([OH:32])=[O:31].C(=O)([O-])[O-].[K+].[K+].Cl. (5) Given the product [F:29][C:27]1[CH:28]=[C:23]([NH:22][C:21]2[C:16]([C:11]3[N:12]=[C:13]([CH3:15])[N:14]=[C:9]([N:8]([CH2:7][C:6]4[CH:55]=[CH:56][C:3]([O:2][CH3:1])=[CH:4][CH:5]=4)[CH2:46][C:47]4[CH:48]=[CH:49][C:50]([O:53][CH3:54])=[CH:51][CH:52]=4)[N:10]=3)=[CH:17][C:18]([CH2:32][N:33]3[CH2:38][CH2:37][NH:36][CH2:35][CH2:34]3)=[CH:19][N:20]=2)[CH:24]=[N:25][C:26]=1[O:30][CH3:31], predict the reactants needed to synthesize it. The reactants are: [CH3:1][O:2][C:3]1[CH:56]=[CH:55][C:6]([CH2:7][N:8]([CH2:46][C:47]2[CH:52]=[CH:51][C:50]([O:53][CH3:54])=[CH:49][CH:48]=2)[C:9]2[N:14]=[C:13]([CH3:15])[N:12]=[C:11]([C:16]3[CH:17]=[C:18]([CH2:32][N:33]4[CH2:38][CH2:37][N:36](C(OC(C)(C)C)=O)[CH2:35][CH2:34]4)[CH:19]=[N:20][C:21]=3[NH:22][C:23]3[CH:24]=[N:25][C:26]([O:30][CH3:31])=[C:27]([F:29])[CH:28]=3)[N:10]=2)=[CH:5][CH:4]=1.C(Cl)Cl.C(O)(C(F)(F)F)=O.